Dataset: Reaction yield outcomes from USPTO patents with 853,638 reactions. Task: Predict the reaction yield, written as a fraction of the theoretical maximum amount of product (1.0 means a 100% yield; for example, 0.34 means a 34% yield). (1) The reactants are [I:1][C:2]1[C:6]2[N:7]=[CH:8][N:9]=[C:10]([NH2:11])[C:5]=2[NH:4][N:3]=1.F[C:13]1[CH:18]=[CH:17][C:16]([N+:19]([O-:21])=[O:20])=[C:15]([O:22][CH3:23])[CH:14]=1.[H-].[Na+]. The catalyst is CN(C)C=O. The product is [I:1][C:2]1[C:6]2[N:7]=[CH:8][N:9]=[C:10]([NH2:11])[C:5]=2[N:4]([C:13]2[CH:18]=[CH:17][C:16]([N+:19]([O-:21])=[O:20])=[C:15]([O:22][CH3:23])[CH:14]=2)[N:3]=1. The yield is 0.510. (2) The reactants are [O:1]1[C:5]2[CH:6]=[CH:7][C:8]([C:10]3([C:13]([NH:15][C:16]4[CH:21]=[CH:20][C:19]([CH2:22][OH:23])=[C:18](Br)[CH:17]=4)=[O:14])[CH2:12][CH2:11]3)=[CH:9][C:4]=2[O:3][CH2:2]1.[CH3:25][N:26]([CH3:38])[C:27]([C:29]1[CH:34]=[CH:33][C:32](B(O)O)=[CH:31][CH:30]=1)=[O:28].C([O-])([O-])=O.[K+].[K+]. The catalyst is CN(C)C=O. The product is [O:1]1[C:5]2[CH:6]=[CH:7][C:8]([C:10]3([C:13]([NH:15][C:16]4[CH:21]=[CH:20][C:19]([CH2:22][OH:23])=[C:18]([C:32]5[CH:33]=[CH:34][C:29]([C:27]([N:26]([CH3:38])[CH3:25])=[O:28])=[CH:30][CH:31]=5)[CH:17]=4)=[O:14])[CH2:12][CH2:11]3)=[CH:9][C:4]=2[O:3][CH2:2]1. The yield is 0.340. (3) The reactants are [OH-].[Li+].[F:3][C:4]1[CH:9]=[CH:8][C:7]([C:10]2[O:11][C:12]3[C:18]([C:19]([O:21]C)=[O:20])=[CH:17][CH:16]=[CH:15][C:13]=3[N:14]=2)=[CH:6][CH:5]=1. No catalyst specified. The product is [F:3][C:4]1[CH:5]=[CH:6][C:7]([C:10]2[O:11][C:12]3[C:18]([C:19]([OH:21])=[O:20])=[CH:17][CH:16]=[CH:15][C:13]=3[N:14]=2)=[CH:8][CH:9]=1. The yield is 1.00.